This data is from Forward reaction prediction with 1.9M reactions from USPTO patents (1976-2016). The task is: Predict the product of the given reaction. (1) Given the reactants [NH2:1][C:2]1[C:6]2=[C:7]([OH:11])[CH:8]=[CH:9][CH:10]=[C:5]2[O:4][N:3]=1.[F:12][C:13]1[CH:14]=[C:15]([N+:20]([O-:22])=[O:21])[CH:16]=[CH:17][C:18]=1F.C(=O)([O-])[O-].[K+].[K+], predict the reaction product. The product is: [F:12][C:13]1[CH:14]=[C:15]([N+:20]([O-:22])=[O:21])[CH:16]=[CH:17][C:18]=1[O:11][C:7]1[C:6]2[C:2]([NH2:1])=[N:3][O:4][C:5]=2[CH:10]=[CH:9][CH:8]=1. (2) The product is: [CH2:25]([O:32][CH2:33][CH2:34][CH2:35][CH2:36][CH2:37][N:20]1[C:10]2=[N:11][C:12]([C:13]3[CH:18]=[CH:17][C:16]([CH3:19])=[CH:15][CH:14]=3)=[C:7]([C:4]3[CH:5]=[CH:6][C:1]([CH3:24])=[CH:2][CH:3]=3)[N:8]=[C:9]2[CH2:23][CH2:22][CH2:21]1)[C:26]1[CH:31]=[CH:30][CH:29]=[CH:28][CH:27]=1. Given the reactants [C:1]1([CH3:24])[CH:6]=[CH:5][C:4]([C:7]2[N:8]=[C:9]3[CH2:23][CH2:22][CH2:21][NH:20][C:10]3=[N:11][C:12]=2[C:13]2[CH:18]=[CH:17][C:16]([CH3:19])=[CH:15][CH:14]=2)=[CH:3][CH:2]=1.[CH2:25]([O:32][CH2:33][CH2:34][CH2:35][CH2:36][CH:37]=O)[C:26]1[CH:31]=[CH:30][CH:29]=[CH:28][CH:27]=1.C(O[BH-](OC(=O)C)OC(=O)C)(=O)C.[Na+].O, predict the reaction product. (3) Given the reactants [I:1]N1C(=O)CCC1=O.[NH2:9][C:10]1[CH:19]=[CH:18][C:17]([Br:20])=[CH:16][C:11]=1[C:12]([O:14][CH3:15])=[O:13], predict the reaction product. The product is: [NH2:9][C:10]1[C:19]([I:1])=[CH:18][C:17]([Br:20])=[CH:16][C:11]=1[C:12]([O:14][CH3:15])=[O:13]. (4) Given the reactants C(NC(C)C)(C)C.C([Li])CCC.[CH2:13]([C:16]1[CH:21]=[CH:20][C:19]([CH:22]2[CH2:27][CH2:26][C:25](=[O:28])[CH2:24][CH2:23]2)=[CH:18][CH:17]=1)[CH2:14][CH3:15].[F:29][C:30]([F:49])([F:48])[S:31](N(C1C=CC=CC=1)[S:31]([C:30]([F:49])([F:48])[F:29])(=[O:33])=[O:32])(=[O:33])=[O:32], predict the reaction product. The product is: [F:29][C:30]([F:49])([F:48])[S:31]([O:28][C:25]1[CH2:24][CH2:23][CH:22]([C:19]2[CH:20]=[CH:21][C:16]([CH2:13][CH2:14][CH3:15])=[CH:17][CH:18]=2)[CH2:27][CH:26]=1)(=[O:33])=[O:32]. (5) The product is: [O:1]=[C:2]1[C:17]2[C:26]([C:27]([O:29][CH2:30][CH3:31])=[O:28])=[CH:25][O:18][C:16]=2[CH2:15][C:4]2([CH2:7][N:6]([C:8]([O:10][C:11]([CH3:14])([CH3:12])[CH3:13])=[O:9])[CH2:5]2)[NH:3]1. Given the reactants [O:1]=[C:2]1[CH2:17][C:16](=[O:18])[CH2:15][C:4]2([CH2:7][N:6]([C:8]([O:10][C:11]([CH3:14])([CH3:13])[CH3:12])=[O:9])[CH2:5]2)[NH:3]1.C(=O)(O)[O-].[Na+].Br[CH2:25][C:26](=O)[C:27]([O:29][CH2:30][CH3:31])=[O:28].C(N(CC)CC)C.CS(Cl)(=O)=O, predict the reaction product.